This data is from Buchwald-Hartwig C-N cross coupling reaction yields with 55,370 reactions. The task is: Predict the reaction yield, written as a fraction of the theoretical maximum amount of product (1.0 means a 100% yield; for example, 0.34 means a 34% yield). (1) The yield is 0.619. No catalyst specified. The reactants are Ic1cccnc1.Cc1ccc(N)cc1.O=S(=O)(O[Pd]1c2ccccc2-c2ccccc2N~1)C(F)(F)F.CC(C)c1cc(C(C)C)c(-c2ccccc2P(C(C)(C)C)C(C)(C)C)c(C(C)C)c1.CN(C)C(=NC(C)(C)C)N(C)C.CCOC(=O)c1ccon1. The product is Cc1ccc(Nc2cccnc2)cc1. (2) The reactants are CCc1ccc(I)cc1.Cc1ccc(N)cc1.O=S(=O)(O[Pd]1c2ccccc2-c2ccccc2N~1)C(F)(F)F.CC(C)c1cc(C(C)C)c(-c2ccccc2P(C2CCCCC2)C2CCCCC2)c(C(C)C)c1.CCN=P(N=P(N(C)C)(N(C)C)N(C)C)(N(C)C)N(C)C.CCOC(=O)c1cnoc1C. No catalyst specified. The yield is 0.124. The product is CCc1ccc(Nc2ccc(C)cc2)cc1. (3) No catalyst specified. The product is COc1ccc(Nc2ccc(C)cc2)cc1. The yield is 0.0179. The reactants are COc1ccc(Br)cc1.Cc1ccc(N)cc1.O=S(=O)(O[Pd]1c2ccccc2-c2ccccc2N~1)C(F)(F)F.CC(C)c1cc(C(C)C)c(-c2ccccc2P(C2CCCCC2)C2CCCCC2)c(C(C)C)c1.CN1CCCN2CCCN=C12.c1ccc2oncc2c1. (4) The reactants are Brc1ccccn1.Cc1ccc(N)cc1.O=S(=O)(O[Pd]1c2ccccc2-c2ccccc2N~1)C(F)(F)F.COc1ccc(OC)c(P([C@]23C[C@H]4C[C@H](C[C@H](C4)C2)C3)[C@]23C[C@H]4C[C@H](C[C@H](C4)C2)C3)c1-c1c(C(C)C)cc(C(C)C)cc1C(C)C.CN(C)C(=NC(C)(C)C)N(C)C.c1ccc(CN(Cc2ccccc2)c2ccno2)cc1. No catalyst specified. The product is Cc1ccc(Nc2ccccn2)cc1. The yield is 0.310. (5) The reactants are Clc1ccccn1.Cc1ccc(N)cc1.O=S(=O)(O[Pd]1c2ccccc2-c2ccccc2N~1)C(F)(F)F.COc1ccc(OC)c(P(C(C)(C)C)C(C)(C)C)c1-c1c(C(C)C)cc(C(C)C)cc1C(C)C.CCN=P(N=P(N(C)C)(N(C)C)N(C)C)(N(C)C)N(C)C.c1ccc2nocc2c1. No catalyst specified. The product is Cc1ccc(Nc2ccccn2)cc1. The yield is 0.132. (6) The reactants are COc1ccc(Br)cc1.Cc1ccc(N)cc1.O=S(=O)(O[Pd]1c2ccccc2-c2ccccc2N~1)C(F)(F)F.CC(C)c1cc(C(C)C)c(-c2ccccc2P(C2CCCCC2)C2CCCCC2)c(C(C)C)c1.CN(C)C(=NC(C)(C)C)N(C)C.Cc1cc(-n2cccc2)no1. No catalyst specified. The product is COc1ccc(Nc2ccc(C)cc2)cc1. The yield is 0.144. (7) The reactants are Brc1ccccn1.Cc1ccc(N)cc1.O=S(=O)(O[Pd]1c2ccccc2-c2ccccc2N~1)C(F)(F)F.COc1ccc(OC)c(P([C@]23C[C@H]4C[C@H](C[C@H](C4)C2)C3)[C@]23C[C@H]4C[C@H](C[C@H](C4)C2)C3)c1-c1c(C(C)C)cc(C(C)C)cc1C(C)C.CN(C)C(=NC(C)(C)C)N(C)C.Cc1cc(C)on1. No catalyst specified. The product is Cc1ccc(Nc2ccccn2)cc1. The yield is 0.409.